Dataset: Drug-target binding data from BindingDB using Ki measurements. Task: Regression. Given a target protein amino acid sequence and a drug SMILES string, predict the binding affinity score between them. We predict pKi (pKi = -log10(Ki in M); higher means stronger inhibition). Dataset: bindingdb_ki. (1) The compound is CNC1CN(c2nc(N)nc3cc(C4CC4)cnc23)C1. The target protein (Q91ZY1) has sequence MSESNGTDVLPLTAQVPLAFLMSLLAFAITIGNAVVILAFVADRNLRHRSNYFFLNLAISDFFVGVISIPLYIPHTLFNWNFGSGICMFWLITDYLLCTASVYSIVLISYDRYQSVSNAVRYRAQHTGILKIVAQMVAVWILAFLVNGPMILASDSWKNSTNTEECEPGFVTEWYILAITAFLEFLLPVSLVVYFSVQIYWSLWKRGSLSRCPSHAGFIATSSRGTGHSRRTGLACRTSLPGLKEPAASLHSESPRGKSSLLVSLRTHMSGSIIAFKVGSFCRSESPVLHQREHVELLRGRKLARSLAVLLSAFAICWAPYCLFTIVLSTYRRGERPKSIWYSIAFWLQWFNSLINPFLYPLCHRRFQKAFWKILCVTKQPAPSQTQSVSS. The pKi is 7.5. (2) The compound is O=C(NC(=O)c1ccccc1)Nc1cc(N2C(=O)C3=C(CCCC3)C2=O)c(F)cc1Cl. The target protein (P32397) has sequence MSDGKKHVVIIGGGITGLAAAFYMEKEIKEKNLPLELTLVEASPRVGGKIQTVKKDGYIIERGPDSFLERKKSAPQLVKDLGLEHLLVNNATGQSYVLVNRTLHPMPKGAVMGIPTKIAPFVSTGLFSLSGKARAAMDFILPASKTKDDQSLGEFFRRRVGDEVVENLIEPLLSGIYAGDIDKLSLMSTFPQFYQTEQKHRSLILGMKKTRPQGSGQQLTAKKQGQFQTLSTGLQTLVEEIEKQLKLTKVYKGTKVTKLSHSGSCYSLELDNGVTLDADSVIVTAPHKAAAGMLSELPAISHLKNMHSTSVANVALGFPEGSVQMEHEGTGFVISRNSDFAITACTWTNKKWPHAAPEGKTLLRAYVGKAGDESIVDLSDNDIINIVLEDLKKVMNINGEPEMTCVTRWHESMPQYHVGHKQRIKELREALASAYPGVYMTGASFEGVGIPDCIDQGKAAVSDALTYLFS. The pKi is 7.0. (3) The drug is CCCN(CCC)[C@H]1CCn2cc(CO)cc2C1. The target protein (Q95136) has sequence MRTLNTSTMEGTGLVAERDFSFRILTACFLSLLILSTLLGNTLVCAAVIRFRHLRSKVTNFFVISLAVSDLLVAVLVMPWKAVAEIAGFWPFGSFCNIWVAFDIMCSTASILNLCVISVDRYWAISSPFRYERKMTPKAAFILISVAWTLSVLISFIPVQLSWHKAKPTGPSEGNATSLGKTINNCDSSLSRTYAISSSLISFYIPVAIMIVTYTRIYRIAQKQIRRISALERAAVHAKNCQTTTGNGNPMECSQPESSFKMSFKRETKVLKTLSVIMGVFVCCWLPFFILNCMVPFCGSGETKPFCIDSITFDVFVWFGWANSSLNPIIYAFNADFRKAFSTLLGCYRLCPTTNNAIETVSINNNGAVVFSSHHEPRGSISKDCNVVYLIPHAVGSSEGLKKEEAVGIAKPLEKLSPALSVILDYDTDVSLEKIQPITQNGQHPT. The pKi is 4.0.